This data is from Full USPTO retrosynthesis dataset with 1.9M reactions from patents (1976-2016). The task is: Predict the reactants needed to synthesize the given product. (1) The reactants are: BrC1C=CC(N/[N:9]=[C:10](/[C:12]2[C:17]([F:18])=[CH:16][CH:15]=[CH:14][C:13]=2[Cl:19])\[CH3:11])=CC=1.[CH3:20][N:21]1[C:25](OS(C(F)(F)F)(=O)=O)=[CH:24][C:23]([C:34]2[CH:39]=[CH:38][N:37]=[CH:36][CH:35]=2)=[N:22]1. Given the product [Cl:19][C:13]1[CH:14]=[CH:15][CH:16]=[C:17]([F:18])[C:12]=1[C:10]1[NH:9][C:12]2[C:17]([CH:11]=1)=[CH:16][C:15]([C:25]1[N:21]([CH3:20])[N:22]=[C:23]([C:34]3[CH:35]=[CH:36][N:37]=[CH:38][CH:39]=3)[CH:24]=1)=[CH:14][CH:13]=2, predict the reactants needed to synthesize it. (2) Given the product [OH:1][C@H:2]1[C@@H:7]([OH:8])[C@H:6]([OH:9])[C@@H:5]([CH2:10][OH:11])[O:4][C@@H:3]1[C:12]1[CH:13]=[C:14]([C:18]2[CH:23]=[C:22]([C:24]([OH:26])=[O:25])[CH:21]=[C:20]([C:28]([OH:30])=[O:29])[CH:19]=2)[CH:15]=[CH:16][CH:17]=1, predict the reactants needed to synthesize it. The reactants are: [OH:1][C@H:2]1[C@@H:7]([OH:8])[C@H:6]([OH:9])[C@@H:5]([CH2:10][OH:11])[O:4][C@@H:3]1[C:12]1[CH:13]=[C:14]([C:18]2[CH:23]=[C:22]([C:24]([O:26]C)=[O:25])[CH:21]=[C:20]([C:28]([O:30]C)=[O:29])[CH:19]=2)[CH:15]=[CH:16][CH:17]=1.[Li+].[OH-].Cl. (3) Given the product [Cl:20][C:17]1[CH:16]=[CH:15][C:14]([CH2:13][CH2:12][O:11][C:6]2[CH:5]=[C:4]([CH:9]=[CH:8][C:7]=2[F:10])[C:3]([OH:21])=[O:2])=[CH:19][CH:18]=1, predict the reactants needed to synthesize it. The reactants are: C[O:2][C:3](=[O:21])[C:4]1[CH:9]=[CH:8][C:7]([F:10])=[C:6]([O:11][CH2:12][CH2:13][C:14]2[CH:19]=[CH:18][C:17]([Cl:20])=[CH:16][CH:15]=2)[CH:5]=1.O.[OH-].[Na+].Cl. (4) Given the product [C:10]1([N:16]2[C:7]([NH2:8])=[C:3]3[CH2:4][S:5][CH2:6][C:2]3=[N:17]2)[CH:15]=[CH:14][CH:13]=[CH:12][CH:11]=1, predict the reactants needed to synthesize it. The reactants are: O=[C:2]1[CH2:6][S:5][CH2:4][CH:3]1[C:7]#[N:8].Cl.[C:10]1([NH:16][NH2:17])[CH:15]=[CH:14][CH:13]=[CH:12][CH:11]=1. (5) Given the product [CH:22]([O:21][C:19]([C:17]1[N:16]([CH:9]2[C:10]3[C:5](=[C:4]([F:13])[CH:3]=[C:2]([Br:1])[CH:11]=3)[CH2:6][CH2:7][CH2:8]2)[CH:15]=[N:14][CH:18]=1)=[O:20])([CH3:24])[CH3:23], predict the reactants needed to synthesize it. The reactants are: [Br:1][C:2]1[CH:11]=[C:10]2[C:5]([CH2:6][CH2:7][CH2:8][CH:9]2O)=[C:4]([F:13])[CH:3]=1.[NH:14]1[CH:18]=[C:17]([C:19]([O:21][CH:22]([CH3:24])[CH3:23])=[O:20])[N:16]=[CH:15]1.C1(P(C2C=CC=CC=2)C2C=CC=CC=2)C=CC=CC=1.N(C(OC)=O)=NC([O-])=O.